Task: Predict the product of the given reaction.. Dataset: Forward reaction prediction with 1.9M reactions from USPTO patents (1976-2016) Given the reactants S(=O)(=O)(O)O.[CH3:6][NH:7]/[CH:8]=[CH:9]/[C:10]1[CH:17]=[CH:16][CH:15]=[C:14]([N+:18]([O-:20])=[O:19])[C:11]=1[C:12]#[N:13].C(O[BH-](OC(=O)C)OC(=O)C)(=O)C.[Na+].[OH-].[Na+], predict the reaction product. The product is: [CH3:6][N:7]1[CH2:8][CH2:9][C:10]2[C:11](=[C:14]([N+:18]([O-:20])=[O:19])[CH:15]=[CH:16][CH:17]=2)[C:12]1=[NH:13].